This data is from Forward reaction prediction with 1.9M reactions from USPTO patents (1976-2016). The task is: Predict the product of the given reaction. (1) Given the reactants [O:1]([CH2:9][CH2:10][C:11]1[CH:16]=[CH:15][N:14]=[C:13]([C:17]#[N:18])[CH:12]=1)[Si](C(C)(C)C)(C)C.CCCC[N+](CCCC)(CCCC)CCCC.[F-].C1COCC1, predict the reaction product. The product is: [OH:1][CH2:9][CH2:10][C:11]1[CH:16]=[CH:15][N:14]=[C:13]([C:17]#[N:18])[CH:12]=1. (2) The product is: [Br:1][C:2]1[CH:3]=[C:4]2[C:12](=[C:13]([C:15](=[O:17])[NH2:16])[CH:14]=1)[NH:11][C:10]1[CH:9]=[C:8]([NH:23][C:26](=[O:29])[O:51][C:48]([CH3:50])([CH3:49])[CH3:47])[CH:7]=[CH:6][C:5]2=1. Given the reactants [Br:1][C:2]1[CH:3]=[C:4]2[C:12](=[C:13]([C:15](=[O:17])[NH2:16])[CH:14]=1)[NH:11][C:10]1[CH:9]=[C:8](C(O)=O)[CH:7]=[CH:6][C:5]2=1.CC[N:23]([CH2:26]C)CC.P(N=[N+]=[N-])(=O)(OC1C=CC=CC=1)[O:29]C1C=CC=CC=1.[CH3:47][C:48]([OH:51])([CH3:50])[CH3:49], predict the reaction product. (3) Given the reactants FC(O)COCCOCCOCCO.C(C1[C:24]([OH:25])=[CH:23]C=C(C(C)(C)C)C=1C)(C)(C)C.CC1C(N=C=O)=CC([N:38]=[C:39]=[O:40])=CC=1.[C:44]([O-:57])(=[O:56])[CH2:45][CH2:46]CCCCCCCCC.[C:44]([O-:57])(=[O:56])[CH2:45][CH2:46]CCCCCCCCC.C([Sn+2]CCCC)CCC.C(OCCO)(=O)C=C, predict the reaction product. The product is: [C:44]([OH:57])(=[O:56])[CH:45]=[CH2:46].[NH2:38][C:39]([O:25][CH2:24][CH3:23])=[O:40]. (4) Given the reactants Cl[C:2]1[N:7]=[C:6]([C:8]2[S:12][C:11]([C:13]([CH3:16])([CH3:15])[CH3:14])=[N:10][C:9]=2[C:17]2[C:18]([F:35])=[C:19]([NH:23][S:24]([C:27]3[CH:32]=[C:31]([F:33])[CH:30]=[CH:29][C:28]=3[F:34])(=[O:26])=[O:25])[CH:20]=[CH:21][CH:22]=2)[CH:5]=[CH:4][N:3]=1.[NH2:36][CH2:37][CH2:38][CH2:39][N:40]1[CH2:44][CH2:43][CH2:42][C:41]1=[O:45], predict the reaction product. The product is: [CH3:14][C:13]([C:11]1[S:12][C:8]([C:6]2[CH:5]=[CH:4][N:3]=[C:2]([NH:36][CH2:37][CH2:38][CH2:39][N:40]3[CH2:44][CH2:43][CH2:42][C:41]3=[O:45])[N:7]=2)=[C:9]([C:17]2[C:18]([F:35])=[C:19]([NH:23][S:24]([C:27]3[CH:32]=[C:31]([F:33])[CH:30]=[CH:29][C:28]=3[F:34])(=[O:26])=[O:25])[CH:20]=[CH:21][CH:22]=2)[N:10]=1)([CH3:16])[CH3:15]. (5) Given the reactants Cl[C:2]1[C:7]([C:8]#[C:9][CH2:10][CH2:11][CH2:12][N:13]2[C:21](=[O:22])[C:20]3[C:15](=[CH:16][CH:17]=[CH:18][CH:19]=3)[C:14]2=[O:23])=[CH:6][N:5]=[C:4]([NH:24][C:25]2[CH:30]=[CH:29][CH:28]=[C:27]([F:31])[CH:26]=2)[N:3]=1.C(N(CC)CC)C.[CH3:39][O:40][CH2:41][CH2:42][CH2:43][NH2:44].C(OCC)(=O)C, predict the reaction product. The product is: [F:31][C:27]1[CH:26]=[C:25]([NH:24][C:4]2[N:3]=[C:2]([NH:44][CH2:43][CH2:42][CH2:41][O:40][CH3:39])[C:7]([C:8]#[C:9][CH2:10][CH2:11][CH2:12][N:13]3[C:21](=[O:22])[C:20]4[C:15](=[CH:16][CH:17]=[CH:18][CH:19]=4)[C:14]3=[O:23])=[CH:6][N:5]=2)[CH:30]=[CH:29][CH:28]=1. (6) Given the reactants Br[C:2]1[N:3]=[C:4]([Br:11])[C:5]2[N:6]([CH:8]=[CH:9][N:10]=2)[CH:7]=1.[CH3:12][NH2:13], predict the reaction product. The product is: [Br:11][C:4]1[C:5]2[N:6]([CH:8]=[CH:9][N:10]=2)[CH:7]=[C:2]([NH:13][CH3:12])[N:3]=1. (7) The product is: [CH2:13]([C:11]1[O:12][C:8]2[CH:7]=[CH:6][C:5]([CH2:4][NH2:1])=[CH:20][C:9]=2[N:10]=1)[C:14]1[CH:15]=[CH:16][CH:17]=[CH:18][CH:19]=1. Given the reactants [N:1]([CH2:4][C:5]1[CH:6]=[CH:7][C:8]2[O:12][C:11]([CH2:13][C:14]3[CH:19]=[CH:18][CH:17]=[CH:16][CH:15]=3)=[N:10][C:9]=2[CH:20]=1)=[N+]=[N-], predict the reaction product.